The task is: Predict the reaction yield, written as a fraction of the theoretical maximum amount of product (1.0 means a 100% yield; for example, 0.34 means a 34% yield).. This data is from Reaction yield outcomes from USPTO patents with 853,638 reactions. (1) The reactants are [CH:1]1([C:7]2(O)[C:11]3[C:12]([CH3:26])=[C:13]([NH:18][C:19](=[O:25])[CH2:20][C:21]([CH3:24])([CH3:23])[CH3:22])[C:14]([CH3:17])=[C:15]([CH3:16])[C:10]=3[O:9][C:8]2([CH3:28])[CH3:27])[CH2:6][CH2:5][CH2:4][CH2:3][CH2:2]1. The catalyst is C(OCC)(=O)C.CCCCCC. The product is [CH:1]1([CH:7]2[C:11]3[C:12]([CH3:26])=[C:13]([NH:18][C:19](=[O:25])[CH2:20][C:21]([CH3:22])([CH3:23])[CH3:24])[C:14]([CH3:17])=[C:15]([CH3:16])[C:10]=3[O:9][C:8]2([CH3:28])[CH3:27])[CH2:2][CH2:3][CH2:4][CH2:5][CH2:6]1. The yield is 0.480. (2) The reactants are C(OC(=O)[NH:7][CH2:8][C@@H:9]([F:32])[C:10]([O:13][P:14]([O:24][CH2:25][C:26]1[CH:31]=[CH:30][CH:29]=[CH:28][CH:27]=1)([O:16][CH2:17][C:18]1[CH:23]=[CH:22][CH:21]=[CH:20][CH:19]=1)=[O:15])([CH3:12])[CH3:11])(C)(C)C.Cl. The catalyst is C(Cl)Cl. The product is [P:14]([O:24][CH2:25][C:26]1[CH:31]=[CH:30][CH:29]=[CH:28][CH:27]=1)([O:16][CH2:17][C:18]1[CH:19]=[CH:20][CH:21]=[CH:22][CH:23]=1)([O:13][C:10]([CH3:12])([C@H:9]([F:32])[CH2:8][NH2:7])[CH3:11])=[O:15]. The yield is 0.950. (3) The reactants are CO[C:3](=[O:24])[C:4]1[CH:9]=[CH:8][C:7]([O:10][CH2:11][C:12]2[C:13]([C:17]3[CH:22]=[CH:21][C:20]([Cl:23])=[CH:19][CH:18]=3)=[N:14][O:15][CH:16]=2)=[N:6][CH:5]=1.[CH:25]([NH2:28])([CH3:27])[CH3:26]. No catalyst specified. The product is [Cl:23][C:20]1[CH:19]=[CH:18][C:17]([C:13]2[C:12]([CH2:11][O:10][C:7]3[CH:8]=[CH:9][C:4]([C:3]([NH:28][CH:25]([CH3:27])[CH3:26])=[O:24])=[CH:5][N:6]=3)=[CH:16][O:15][N:14]=2)=[CH:22][CH:21]=1. The yield is 0.560. (4) The reactants are [F:1][C:2]1[CH:7]=[C:6]([O:8][CH3:9])[CH:5]=[CH:4][C:3]=1/[CH:10]=[CH:11]/[C:12]([O:14][CH2:15][CH3:16])=[O:13].O1CCCC1. The catalyst is [Pt](=O)=O.C(O)C. The product is [F:1][C:2]1[CH:7]=[C:6]([O:8][CH3:9])[CH:5]=[CH:4][C:3]=1[CH2:10][CH2:11][C:12]([O:14][CH2:15][CH3:16])=[O:13]. The yield is 0.840.